From a dataset of Catalyst prediction with 721,799 reactions and 888 catalyst types from USPTO. Predict which catalyst facilitates the given reaction. (1) Reactant: [CH:1]([O:4][C:5]([N:7]1[CH2:12][CH2:11][CH:10]([O:13][CH2:14][C:15]2[O:19][N:18]=[C:17]([C:20]3[CH:21]=[N:22][C:23]([O:26]C)=[N:24][CH:25]=3)[N:16]=2)[CH2:9][CH2:8]1)=[O:6])([CH3:3])[CH3:2].[I-].[Na+].C[Si](Cl)(C)C. Product: [CH:1]([O:4][C:5]([N:7]1[CH2:12][CH2:11][CH:10]([O:13][CH2:14][C:15]2[O:19][N:18]=[C:17]([C:20]3[CH:25]=[N:24][C:23]([OH:26])=[N:22][CH:21]=3)[N:16]=2)[CH2:9][CH2:8]1)=[O:6])([CH3:3])[CH3:2]. The catalyst class is: 23. (2) Reactant: [CH3:1][O:2][C:3](=[O:27])[C@@H:4]([O:24][CH2:25][CH3:26])[CH2:5][C:6]1[CH:11]=[CH:10][C:9]([O:12]CC2C=CC=CC=2)=[CH:8][C:7]=1[C:20]([F:23])([F:22])[F:21]. Product: [CH3:1][O:2][C:3](=[O:27])[C@@H:4]([O:24][CH2:25][CH3:26])[CH2:5][C:6]1[CH:11]=[CH:10][C:9]([OH:12])=[CH:8][C:7]=1[C:20]([F:23])([F:21])[F:22]. The catalyst class is: 45. (3) Reactant: [OH:1][C:2]1[CH:3]=[C:4]([CH:8]=[C:9]2[C:14](=[O:15])[O:13][C:12]([CH3:17])([CH3:16])[O:11][C:10]2=[O:18])[CH:5]=[CH:6][CH:7]=1.[CH:19]([Mg]Br)=[CH2:20]. Product: [OH:1][C:2]1[CH:3]=[C:4]([CH:8]([CH:9]2[C:10](=[O:18])[O:11][C:12]([CH3:16])([CH3:17])[O:13][C:14]2=[O:15])[CH:19]=[CH2:20])[CH:5]=[CH:6][CH:7]=1. The catalyst class is: 1. (4) Reactant: Cl.[CH3:2][C@H:3]1[CH2:8][C:7](=[O:9])[CH2:6][CH2:5][NH:4]1.C([O-])([O-])=O.[K+].[K+].[Cl:16][C:17]1[CH:22]=[CH:21][C:20]([C:23]2[CH:28]=[CH:27][CH:26]=[CH:25][C:24]=2[CH2:29]I)=[CH:19][CH:18]=1. Product: [Cl:16][C:17]1[CH:18]=[CH:19][C:20]([C:23]2[CH:28]=[CH:27][CH:26]=[CH:25][C:24]=2[CH2:29][N:4]2[CH2:5][CH2:6][C:7](=[O:9])[CH2:8][C@@H:3]2[CH3:2])=[CH:21][CH:22]=1. The catalyst class is: 10.